From a dataset of Full USPTO retrosynthesis dataset with 1.9M reactions from patents (1976-2016). Predict the reactants needed to synthesize the given product. (1) The reactants are: [CH:1]1([N:4]2[C:13]3[C:8](=[CH:9][C:10]([F:16])=[C:11](F)[C:12]=3[CH3:14])[C:7](=[O:17])[NH:6][C:5]2=[O:18])[CH2:3][CH2:2]1.[C:19]([O:23][C:24](=[O:35])[NH:25][CH:26]([CH:28]1[C:32]([CH3:34])([CH3:33])[CH2:31][NH:30][CH2:29]1)[CH3:27])([CH3:22])([CH3:21])[CH3:20].C(OC(=O)C1C=C(F)C(N2CC[C@H](NC(OC(C)(C)C)=O)C2)=C(Cl)C=1NC1CC1)C.C(N(CC)CC)C. Given the product [C:19]([O:23][C:24](=[O:35])[NH:25][CH:26]([CH:28]1[C:32]([CH3:34])([CH3:33])[CH2:31][N:30]([C:11]2[C:12]([CH3:14])=[C:13]3[C:8]([C:7](=[O:17])[NH:6][C:5](=[O:18])[N:4]3[CH:1]3[CH2:3][CH2:2]3)=[CH:9][C:10]=2[F:16])[CH2:29]1)[CH3:27])([CH3:20])([CH3:21])[CH3:22], predict the reactants needed to synthesize it. (2) The reactants are: C([C@:18]([NH2:26])([CH:22]1[CH2:25][CH2:24][CH2:23]1)[C:19](O)=O)(OCC1C2C(=CC=CC=2)C2C1=CC=CC=2)=O.C[O:28][C:29](=O)[C@H:30]([CH2:32][CH:33]([CH3:35])[CH3:34])[NH2:31].C([C@@H]1NC[C@H](CC(C)C)NC1=O)C(C)C. Given the product [CH:22]1([C@@H:18]2[NH:26][C:29](=[O:28])[C@H:30]([CH2:32][CH:33]([CH3:35])[CH3:34])[NH:31][CH2:19]2)[CH2:23][CH2:24][CH2:25]1, predict the reactants needed to synthesize it. (3) The reactants are: N([O-])=O.[Na+].N[C@H:6]([CH2:10][C:11]([CH3:14])([CH3:13])[CH3:12])[C:7]([OH:9])=[O:8].S(=O)(=O)(O)[OH:16].[Cl-].[Na+]. Given the product [OH:16][C@H:6]([CH2:10][C:11]([CH3:14])([CH3:13])[CH3:12])[C:7]([OH:9])=[O:8], predict the reactants needed to synthesize it. (4) Given the product [CH3:1][N:2]([CH2:13][C:14]([OH:16])=[O:15])[NH:3][C:4](=[O:12])[NH:5][CH2:6][C:7]1[S:8][CH:9]=[CH:10][CH:11]=1, predict the reactants needed to synthesize it. The reactants are: [CH3:1][N:2]([CH2:13][C:14]([O:16]CC)=[O:15])[NH:3][C:4](=[O:12])[NH:5][CH2:6][C:7]1[S:8][CH:9]=[CH:10][CH:11]=1.O.[OH-].[Li+]. (5) The reactants are: [CH3:1][O:2][C:3](=[O:37])[C@@H:4]([NH:14][C:15]([C:17]1[C:18]([CH3:36])=[N:19][C:20]([NH:24][CH2:25][CH2:26][CH2:27][C:28]2[CH:33]=[C:32]([OH:34])[CH:31]=[CH:30][C:29]=2[CH3:35])=[N:21][C:22]=1[CH3:23])=[O:16])[CH2:5][NH:6][C:7](OC(C)(C)C)=[O:8].C(N(CC)CC)C.[S:45]1[CH:49]=[CH:48][CH:47]=[C:46]1C(O)=O.CN(C(ON1N=NC2C=CC=CC1=2)=[N+](C)C)C.F[P-](F)(F)(F)(F)F.C1C=CC2N(O)N=NC=2C=1. Given the product [CH3:1][O:2][C:3](=[O:37])[C@@H:4]([NH:14][C:15]([C:17]1[C:22]([CH3:23])=[N:21][C:20]([NH:24][CH2:25][CH2:26][CH2:27][C:28]2[CH:33]=[C:32]([OH:34])[CH:31]=[CH:30][C:29]=2[CH3:35])=[N:19][C:18]=1[CH3:36])=[O:16])[CH2:5][NH:6][C:7]([C:46]1[S:45][CH:49]=[CH:48][CH:47]=1)=[O:8], predict the reactants needed to synthesize it. (6) Given the product [N+:1]([C:4]1[CH:9]=[CH:8][C:7]([C:10]2[N:15]=[C:14]([N:24]3[CH2:29][CH2:28][O:27][CH2:26][CH2:25]3)[C:13]3=[CH:17][C:18]([C:20]([O:22][CH3:23])=[O:21])=[CH:19][N:12]3[N:11]=2)=[CH:6][CH:5]=1)([O-:3])=[O:2], predict the reactants needed to synthesize it. The reactants are: [N+:1]([C:4]1[CH:9]=[CH:8][C:7]([C:10]2[N:15]=[C:14](Cl)[C:13]3=[CH:17][C:18]([C:20]([O:22][CH3:23])=[O:21])=[CH:19][N:12]3[N:11]=2)=[CH:6][CH:5]=1)([O-:3])=[O:2].[NH:24]1[CH2:29][CH2:28][O:27][CH2:26][CH2:25]1. (7) Given the product [ClH:20].[CH2:1]([O:8][C:9]1[CH:10]=[CH:11][C:12]([NH:15][NH2:16])=[CH:13][CH:14]=1)[C:2]1[CH:3]=[CH:4][CH:5]=[CH:6][CH:7]=1, predict the reactants needed to synthesize it. The reactants are: [CH2:1]([O:8][C:9]1[CH:14]=[CH:13][C:12]([NH2:15])=[CH:11][CH:10]=1)[C:2]1[CH:7]=[CH:6][CH:5]=[CH:4][CH:3]=1.[N:16]([O-])=O.[Na+].[Cl:20][Sn]Cl.